Task: Predict which catalyst facilitates the given reaction.. Dataset: Catalyst prediction with 721,799 reactions and 888 catalyst types from USPTO (1) Reactant: [C:1]([O:8][CH3:9])(=[O:7])[CH2:2][C:3]([O:5][CH3:6])=[O:4].[H-].[Na+].Br[CH2:13][CH2:14][C:15]1[CH:20]=[CH:19][CH:18]=[CH:17][CH:16]=1. Product: [CH2:13]([CH:2]([C:1]([O:8][CH3:9])=[O:7])[C:3]([O:5][CH3:6])=[O:4])[CH2:14][C:15]1[CH:20]=[CH:19][CH:18]=[CH:17][CH:16]=1. The catalyst class is: 220. (2) Reactant: COC[O:4][C:5]1[C:14]2[C:9](=[CH:10][CH:11]=[CH:12][CH:13]=2)[CH:8]=[C:7]([C:15]([F:18])([F:17])[F:16])[C:6]=1[C:19]1[CH:24]=[CH:23][C:22]([O:25][CH2:26][C:27]2[CH:32]=[CH:31][CH:30]=[CH:29][CH:28]=2)=[CH:21][CH:20]=1.Cl. Product: [C:27]1([CH2:26][O:25][C:22]2[CH:23]=[CH:24][C:19]([C:6]3[C:7]([C:15]([F:17])([F:18])[F:16])=[CH:8][C:9]4[C:14](=[CH:13][CH:12]=[CH:11][CH:10]=4)[C:5]=3[OH:4])=[CH:20][CH:21]=2)[CH:32]=[CH:31][CH:30]=[CH:29][CH:28]=1. The catalyst class is: 12.